This data is from Full USPTO retrosynthesis dataset with 1.9M reactions from patents (1976-2016). The task is: Predict the reactants needed to synthesize the given product. (1) Given the product [F:23][C:20]1[CH:19]=[CH:18][C:17]([C:5]2[C:4]3[C:8](=[CH:9][CH:10]=[C:2]([CH:42]([OH:43])[CH2:41][C:35]4[CH:40]=[CH:39][CH:38]=[CH:37][CH:36]=4)[CH:3]=3)[NH:7][N:6]=2)=[CH:22][CH:21]=1, predict the reactants needed to synthesize it. The reactants are: Br[C:2]1[CH:3]=[C:4]2[C:8](=[CH:9][CH:10]=1)[N:7](C1CCCCO1)[N:6]=[C:5]2[C:17]1[CH:22]=[CH:21][C:20]([F:23])=[CH:19][CH:18]=1.C([Li])CCC.CCCCCC.[C:35]1([CH2:41][CH:42]=[O:43])[CH:40]=[CH:39][CH:38]=[CH:37][CH:36]=1. (2) Given the product [CH3:33][C@@H:34]([O:38][C:39]1[N:47]=[C:46]2[C:42]([N:43]=[C:44]([O:48][CH3:49])[N:45]2[CH2:52][CH2:53][CH2:54][CH:55]2[CH2:60][CH2:59][O:58][CH2:57][CH2:56]2)=[C:41]([NH2:50])[N:40]=1)[CH2:35][CH2:36][CH3:37], predict the reactants needed to synthesize it. The reactants are: C(NC1N=C2C(N=C(OC)N2CCCC2CCOC2)=C(N)N=1)CCC.FC(F)(F)C(O)=O.[CH3:33][C@@H:34]([O:38][C:39]1[NH:40][C:41]([NH2:50])=[C:42]2[C:46]([N:47]=1)=[N:45][C:44]([O:48][CH3:49])=[N:43]2)[CH2:35][CH2:36][CH3:37].Br[CH2:52][CH2:53][CH2:54][CH:55]1[CH2:60][CH2:59][O:58][CH2:57][CH2:56]1. (3) Given the product [O:33]1[C:20]2[CH:21]=[CH:22][C:17]([C:16]3[C:10]4[N:9]=[CH:8][N:7]([C:1]5[CH:6]=[CH:5][C:4]([O:43][CH3:42])=[CH:3][CH:2]=5)[C:12](=[O:13])[C:11]=4[S:14][CH:15]=3)=[CH:18][C:19]=2[O:35][CH2:34]1, predict the reactants needed to synthesize it. The reactants are: [C:1]1([N:7]2[C:12](=[O:13])[C:11]3[S:14][CH:15]=[C:16]([C:17]4[CH:22]=[CH:21][CH:20]=[CH:19][CH:18]=4)[C:10]=3[N:9]=[CH:8]2)[CH:6]=[CH:5][CH:4]=[CH:3][CH:2]=1.NC1C(C2C=CC3[O:33][CH2:34][O:35]C=3C=2)=CSC=1C(OC)=O.[CH:42](OCC)(OCC)[O:43]CC.COC1C=CC(N)=CC=1. (4) Given the product [OH:17][C:13]1[CH:12]=[C:11]2[C:16](=[CH:15][CH:14]=1)[N:8]([C:4]1[CH:5]=[CH:6][CH:7]=[C:2]([I:1])[CH:3]=1)[N:9]=[C:10]2[C:19]([NH2:21])=[O:20], predict the reactants needed to synthesize it. The reactants are: [I:1][C:2]1[CH:3]=[C:4]([N:8]2[C:16]3[C:11](=[CH:12][C:13]([O:17]C)=[CH:14][CH:15]=3)[C:10]([C:19]([NH2:21])=[O:20])=[N:9]2)[CH:5]=[CH:6][CH:7]=1.B(Br)(Br)Br. (5) Given the product [C:50]([OH:55])(=[O:54])[C:51]([OH:53])=[O:52].[CH3:1][O:2][C:3]1[CH:15]=[CH:14][C:6]2[N:7]([C:8]3[CH:13]=[CH:12][CH:11]=[CH:10][N:9]=3)[C:24](/[CH:23]=[CH:22]/[C:18]3[S:17][CH:21]=[CH:20][CH:19]=3)=[N:16][C:5]=2[CH:4]=1, predict the reactants needed to synthesize it. The reactants are: [CH3:1][O:2][C:3]1[CH:15]=[CH:14][C:6]([NH:7][C:8]2[CH:13]=[CH:12][CH:11]=[CH:10][N:9]=2)=[C:5]([NH2:16])[CH:4]=1.[S:17]1[CH:21]=[CH:20][CH:19]=[C:18]1/[CH:22]=[CH:23]/[C:24](Cl)=O.N1C=CC=CC=1N1C2C=CC=CC=2N=C1/C=C/C1C=CC=CC=1.[C:50]([OH:55])(=[O:54])[C:51]([OH:53])=[O:52]. (6) The reactants are: [C:1](Cl)(=[O:10])[C:2]1[C:3]([O:8][CH3:9])=[CH:4][CH:5]=[CH:6][CH:7]=1.N1C=CC=CC=1.[NH2:18][C:19]1[CH:40]=[CH:39][C:22]([CH2:23][O:24][C:25]2[CH:26]=[C:27]3[C:32](=[CH:33][CH:34]=2)[CH2:31][CH:30]([CH2:35][N:36]([CH3:38])[CH3:37])[CH2:29][CH2:28]3)=[CH:21][CH:20]=1.C(=O)([O-])[O-].[K+].[K+]. Given the product [CH3:38][N:36]([CH2:35][CH:30]1[CH2:29][CH2:28][C:27]2[C:32](=[CH:33][CH:34]=[C:25]([O:24][CH2:23][C:22]3[CH:21]=[CH:20][C:19]([NH:18][C:1](=[O:10])[C:2]4[CH:7]=[CH:6][CH:5]=[CH:4][C:3]=4[O:8][CH3:9])=[CH:40][CH:39]=3)[CH:26]=2)[CH2:31]1)[CH3:37], predict the reactants needed to synthesize it. (7) Given the product [CH2:1]([O:8][C@@H:9]1[C@@H:14]([O:15][CH2:16][C:17]2[CH:22]=[CH:21][CH:20]=[CH:19][CH:18]=2)[C@H:13]([O:23][CH2:24][C:25]2[CH:26]=[CH:27][CH:28]=[CH:29][CH:30]=2)[C@@H:12]([CH2:31][O:32][CH2:33][C:34]2[CH:39]=[CH:38][CH:37]=[CH:36][CH:35]=2)[O:11][C@:10]21[C:43]1[CH:44]=[C:45]([CH2:49][C:50]3[CH:55]=[CH:54][C:53]([CH2:56][CH3:57])=[CH:52][CH:51]=3)[C:46]([Cl:48])=[CH:47][C:42]=1[O:41][C:40]2=[O:58])[C:2]1[CH:3]=[CH:4][CH:5]=[CH:6][CH:7]=1, predict the reactants needed to synthesize it. The reactants are: [CH2:1]([O:8][C@@H:9]1[C@@H:14]([O:15][CH2:16][C:17]2[CH:22]=[CH:21][CH:20]=[CH:19][CH:18]=2)[C@H:13]([O:23][CH2:24][C:25]2[CH:30]=[CH:29][CH:28]=[CH:27][CH:26]=2)[C@@H:12]([CH2:31][O:32][CH2:33][C:34]2[CH:39]=[CH:38][CH:37]=[CH:36][CH:35]=2)[O:11][C@:10]21[C:43]1[CH:44]=[C:45]([CH2:49][C:50]3[CH:55]=[CH:54][C:53]([CH2:56][CH3:57])=[CH:52][CH:51]=3)[C:46]([Cl:48])=[CH:47][C:42]=1[O:41][C@H:40]2[OH:58])[C:2]1[CH:7]=[CH:6][CH:5]=[CH:4][CH:3]=1.[Cr](Cl)([O-])(=O)=O.[NH+]1C=CC=CC=1.CCOC(C)=O.